From a dataset of Forward reaction prediction with 1.9M reactions from USPTO patents (1976-2016). Predict the product of the given reaction. (1) Given the reactants [CH2:1]([NH:8][CH2:9][C@H:10]1[CH2:19][C@@:18]23[CH2:20][CH2:21][C@:11]1([O:36][CH3:37])[C@@H:12]1[O:29][C:27]4=[C:28]5[C@@:13]12[CH2:14][CH2:15][N:16]([CH2:32][CH:33]1[CH2:35][CH2:34]1)[C@@H:17]3[CH2:22][C:23]5=[CH:24][CH:25]=[C:26]4[O:30][CH3:31])[C:2]1[CH:7]=[CH:6][CH:5]=[CH:4][CH:3]=1.N1C=CC=CC=1.[C:44](OC(=O)C)(=[O:46])[CH3:45], predict the reaction product. The product is: [CH2:1]([N:8]([CH2:9][C@H:10]1[CH2:19][C@@:18]23[CH2:20][CH2:21][C@:11]1([O:36][CH3:37])[C@@H:12]1[O:29][C:27]4=[C:28]5[C@@:13]12[CH2:14][CH2:15][N:16]([CH2:32][CH:33]1[CH2:35][CH2:34]1)[C@@H:17]3[CH2:22][C:23]5=[CH:24][CH:25]=[C:26]4[O:30][CH3:31])[C:44](=[O:46])[CH3:45])[C:2]1[CH:3]=[CH:4][CH:5]=[CH:6][CH:7]=1. (2) Given the reactants [NH2:1][C:2]1[CH:7]=[CH:6][CH:5]=[CH:4][C:3]=1[C:8]#[C:9][C:10]1[C:11]([O:40][CH3:41])=[CH:12][C:13]([O:38][CH3:39])=[C:14](/[CH:16]=[CH:17]/[C:18]([C:20]2[CH:25]=[CH:24][C:23]([S:26]([NH:29][CH2:30][CH2:31][CH2:32][N:33]3[CH:37]=[CH:36][N:35]=[CH:34]3)(=[O:28])=[O:27])=[CH:22][CH:21]=2)=[O:19])[CH:15]=1, predict the reaction product. The product is: [N:33]1([CH2:32][CH2:31][CH2:30][NH:29][S:26]([C:23]2[CH:22]=[CH:21][C:20]([C:18](=[O:19])/[CH:17]=[CH:16]/[C:14]3[CH:15]=[C:10]([C:9]4[NH:1][C:2]5[C:3]([CH:8]=4)=[CH:4][CH:5]=[CH:6][CH:7]=5)[C:11]([O:40][CH3:41])=[CH:12][C:13]=3[O:38][CH3:39])=[CH:25][CH:24]=2)(=[O:28])=[O:27])[CH:37]=[CH:36][N:35]=[CH:34]1. (3) The product is: [CH2:14]([O:13][C:11]([CH2:10][CH2:9][C:2]1[C:27]([C:28]([O:30][C:31]2[CH:36]=[CH:35][CH:34]=[CH:33][CH:32]=2)=[O:29])=[C:26]([CH3:37])[NH:23][C:3]=1[C:4]([O:6][CH2:7][CH3:8])=[O:5])=[O:12])[CH3:15]. Given the reactants O=[C:2]([CH2:9][CH2:10][C:11]([O:13][CH2:14][CH3:15])=[O:12])[CH2:3][C:4]([O:6][CH2:7][CH3:8])=[O:5].Cl.CCCCCO[N:23]=O.O=[C:26]([CH3:37])[CH2:27][C:28]([O:30][C:31]1[CH:36]=[CH:35][CH:34]=[CH:33][CH:32]=1)=[O:29], predict the reaction product. (4) Given the reactants C([O:3][C:4]([C@:6]12[CH2:11][C@H:10]1[CH2:9][CH2:8][NH:7]2)=O)C.[NH3:12], predict the reaction product. The product is: [C@:6]12([C:4]([NH2:12])=[O:3])[CH2:11][C@H:10]1[CH2:9][CH2:8][NH:7]2. (5) Given the reactants [CH2:1]([N:3]([CH3:6])[CH:4]=O)[CH3:2].[Cl-].[P+]=O.[Cl:10][C:11]1[CH:31]=[CH:30][C:14]([O:15][C:16]2[N:21]=[C:20]([CH3:22])[C:19]([NH2:23])=[CH:18][C:17]=2[C:24]#[C:25][Si:26]([CH3:29])([CH3:28])[CH3:27])=[CH:13][C:12]=1[C:32]([F:35])([F:34])[F:33].[OH-].[Na+], predict the reaction product. The product is: [Cl:10][C:11]1[CH:31]=[CH:30][C:14]([O:15][C:16]2[N:21]=[C:20]([CH3:22])[C:19]([N:23]=[CH:4][N:3]([CH2:1][CH3:2])[CH3:6])=[CH:18][C:17]=2[C:24]#[C:25][Si:26]([CH3:29])([CH3:27])[CH3:28])=[CH:13][C:12]=1[C:32]([F:34])([F:33])[F:35].